Dataset: Experimentally validated miRNA-target interactions with 360,000+ pairs, plus equal number of negative samples. Task: Binary Classification. Given a miRNA mature sequence and a target amino acid sequence, predict their likelihood of interaction. (1) The miRNA is hsa-miR-542-3p with sequence UGUGACAGAUUGAUAACUGAAA. The protein sequence of the target gene is MKGLSGSRSHHHGITCEAACDSLSHHSDHKPYLLSPVDHHPADHPYYTQRNSFQAECVGPFSDPLASSTFPRRHYTSQQELKDESALVPRTLATKANRLPTNLLDQFERQLPLSRDGYHTLQYKRTAVEHRSDSPGRIRHLVHSVQKLFTKSHSLEGPSKGSVNGGKASPDESQTLRYGKRSKSKERRSESKARSNASNASPTSPSWWSSDDNLDGDMCLYHTPSGVMTMGRCPDRSASQYFMEAYNTISEQAVKASRSNNDIKCSTCANLPVTLDAPLLKKSAWSSTLTVSRAREVYQK.... Result: 0 (no interaction). (2) The miRNA is hsa-miR-450a-5p with sequence UUUUGCGAUGUGUUCCUAAUAU. The protein sequence of the target gene is MKYILVTGGVISGIGKGIIASSIGTILKSCGLRVTAIKIDPYINIDAGTFSPYEHGEVFVLNDGGEVDLDLGNYERFLDINLYKDNNITTGKIYQHVINKERRGDYLGKTVQVVPHITDAVQEWVMNQAKVPVDGNKEEPQICVIELGGTIGDIEGMPFVEAFRQFQFKAKRENFCNIHVSLVPQLSATGEQKTKPTQNSVRALRGLGLSPDLIVCRSSTPIEMAVKEKISMFCHVNPEQVICIHDVSSTYRVPVLLEEQSIVKYFKERLHLPIGDSASNLLFKWRNMADRYERLQKICS.... Result: 0 (no interaction). (3) Result: 0 (no interaction). The miRNA is mmu-miR-761 with sequence GCAGCAGGGUGAAACUGACACA. The protein sequence of the target gene is MNLDSLSLALSQISYLVDNLTKKNYRASQQEIQHIVNRHGPEADRHLLRCLFSHVDFSGDGKSSGKDFHQTQFLIQECALLITKPNFISTLSYAIDNPLHYQKSLKPAPHLFAQLSKVLKLSKVQEVIFGLALLNSSSSDLRGFAAQFIKQKLPDLLRSYIDADVSGNQEGGFQDIAIEVLHLLLSHLLFGQKGAFGVGQEQIDAFLKTLRRDFPQERCPVVLAPLLYPEKRDILMDRILPDSGGVAKTMMESSLADFMQEVGYGFCASIEECRNIIVQFGVREVTAAQVARVLGMMART.... (4) The miRNA is mmu-miR-764-5p with sequence GGUGCUCACAUGUCCUCCU. The protein sequence of the target gene is MERYAAALEEVADGARQQERHYQLLSALQSLVKELPSSFQQRLSYTTLSDLALALLDGTVFEIVQGLLEIQHLTEKSLYNQRLRLQNEHRVLRQALRQKHQEAQQACRPHNLPVVQAAQQRELEAVEHRIREEQRAMDQKIILELDRKVADQQSTLEKAGVAGFYVTTNPQELMLQMNLLELIRKLQQRGCRAGNAALGLGGPWQSPAAQCDQKGSPVPP. Result: 0 (no interaction). (5) The miRNA is hsa-miR-1538 with sequence CGGCCCGGGCUGCUGCUGUUCCU. The protein sequence of the target gene is MMQGNTCHRMSFHPGRGCPRGRGGHGARPSAPSFRPQNLRLLHPQQPPVQYQYEPPSAPSTTFSNSPAPNFLPPRPDFVPFPPPMPPSAQGPLPPCPIRPPFPNHQMRHPFPVPPCFPPMPPPMPCPNNPPVPGAPPGQGTFPFMMPPPSMPHPPPPPVMPQQVNYQYPPGYSHHNFPPPSFNSFQNNPSSFLPSANNSSSPHFRHLPPYPLPKAPSERRSPERLKHYDDHRHRDHSHGRGERHRSLDRRERGRSPDRRRQDSRYRSDYDRGRTPSRHRSYERSRERERERHRHRDNRRS.... Result: 0 (no interaction). (6) The miRNA is hsa-miR-4429 with sequence AAAAGCUGGGCUGAGAGGCG. The protein sequence of the target gene is MNHQQQQQQQQKAGEQQLSEPEDMEMEAGDTDDPPRITQNPVINGNVTLSDGHSNAEEDMEDDTSWRSEATFQFTVERFSRLSESVLSPPCFVRNLPWKIMVMPRFYPDRPHQKSVGFFLQCNAESDSTSWSCHAQAVLKIINYRDDDKSFSRRISHLFFHEENDWGFSNFMAWSEVTDPEKGFIDDDKVTFEVFVQADAPHGVAWDSKKHTGYVGLKNQGATCYMNSLLQTLFFTNQLRKAVYMMPTEGDDSSKSVPLALQRVFYELQHSDKPVGTKKLTKSFGWETLDSFMQHDVQEL.... Result: 0 (no interaction).